From a dataset of Full USPTO retrosynthesis dataset with 1.9M reactions from patents (1976-2016). Predict the reactants needed to synthesize the given product. (1) Given the product [Br:1][C:2]1[CH:7]=[C:6]([CH:5]=[CH:4][C:3]=1[S:11]([CH3:14])(=[O:13])=[O:12])[NH2:8], predict the reactants needed to synthesize it. The reactants are: [Br:1][C:2]1[CH:7]=[C:6]([N+:8]([O-])=O)[CH:5]=[CH:4][C:3]=1[S:11]([CH3:14])(=[O:13])=[O:12].O.[OH-].[Na+].C(=O)([O-])[O-].[Na+].[Na+]. (2) The reactants are: [CH:1]([N:4]1[C:8]([C:9]2[N:18]=[C:17]3[N:11]([CH2:12][CH2:13][O:14][C:15]4[CH:22]=[CH:21][C:20]([S:23][CH:24]5[CH2:29][CH2:28][N:27]([CH:30]([CH3:32])[CH3:31])[CH2:26][CH2:25]5)=[CH:19][C:16]=43)[CH:10]=2)=[N:7][C:6]([CH3:33])=[N:5]1)([CH3:3])[CH3:2].C(O)(C(F)(F)F)=[O:35].C1C=C(Cl)C=C(C(OO)=O)C=1. Given the product [CH:1]([N:4]1[C:8]([C:9]2[N:18]=[C:17]3[C:16]4[CH:19]=[C:20]([S:23]([CH:24]5[CH2:29][CH2:28][N:27]([CH:30]([CH3:32])[CH3:31])[CH2:26][CH2:25]5)=[O:35])[CH:21]=[CH:22][C:15]=4[O:14][CH2:13][CH2:12][N:11]3[CH:10]=2)=[N:7][C:6]([CH3:33])=[N:5]1)([CH3:3])[CH3:2], predict the reactants needed to synthesize it. (3) The reactants are: [C:1]([C:3]1[CH:4]=[C:5]2[C:10](=[CH:11][CH:12]=1)[CH2:9][C@H:8]([N:13]1[CH2:18][CH2:17][C:16]3([CH2:23][C@@H:22]([O:24][Si](C(C)(C)C)(C)C)[C:21]4[CH:32]=[C:33]([NH:36]S(C([Si](C)(C)C)C)(=O)=O)[CH:34]=[CH:35][C:20]=4[O:19]3)[CH2:15][CH2:14]1)[CH2:7][CH2:6]2)#[N:2].[F-].[Cs+]. Given the product [C:1]([C:3]1[CH:4]=[C:5]2[C:10](=[CH:11][CH:12]=1)[CH2:9][C@H:8]([N:13]1[CH2:18][CH2:17][C:16]3([CH2:23][C@@H:22]([OH:24])[C:21]4[CH:32]=[C:33]([NH2:36])[CH:34]=[CH:35][C:20]=4[O:19]3)[CH2:15][CH2:14]1)[CH2:7][CH2:6]2)#[N:2], predict the reactants needed to synthesize it. (4) The reactants are: [O:1]1[CH2:6][CH2:5][CH2:4][O:3][CH:2]1[CH2:7][CH2:8][Mg]Br.[O:11]=[C:12]1[CH2:18][CH:17]2[N:19]([C:20]3[C:29]4[C:24](=[CH:25][CH:26]=[CH:27][CH:28]=4)[C:23]([C:30]#[N:31])=[CH:22][CH:21]=3)[CH:14]([CH2:15][CH2:16]2)[CH2:13]1. Given the product [O:1]1[CH2:6][CH2:5][CH2:4][O:3][CH:2]1[CH2:7][CH2:8][C:12]1([OH:11])[CH2:13][CH:14]2[N:19]([C:20]3[C:29]4[C:24](=[CH:25][CH:26]=[CH:27][CH:28]=4)[C:23]([C:30]#[N:31])=[CH:22][CH:21]=3)[CH:17]([CH2:16][CH2:15]2)[CH2:18]1, predict the reactants needed to synthesize it. (5) The reactants are: O[CH:2]=[C:3]1[C:11]2[C:6](=[CH:7][C:8]([C:12]([C:14]3[CH:19]=[CH:18][C:17]([NH:20][C:21]([C:23]4[S:24][C:25]([C:28](=[O:30])[CH3:29])=[CH:26][CH:27]=4)=[O:22])=[CH:16][CH:15]=3)=[O:13])=[CH:9][CH:10]=2)[NH:5][C:4]1=[O:31].[NH2:32][C:33]1[CH:34]=[CH:35][C:36]([O:40][CH3:41])=[C:37]([OH:39])[CH:38]=1. Given the product [OH:39][C:37]1[CH:38]=[C:33]([NH:32][CH:2]=[C:3]2[C:11]3[C:6](=[CH:7][C:8]([C:12]([C:14]4[CH:15]=[CH:16][C:17]([NH:20][C:21]([C:23]5[S:24][C:25]([C:28](=[O:30])[CH3:29])=[CH:26][CH:27]=5)=[O:22])=[CH:18][CH:19]=4)=[O:13])=[CH:9][CH:10]=3)[NH:5][C:4]2=[O:31])[CH:34]=[CH:35][C:36]=1[O:40][CH3:41], predict the reactants needed to synthesize it.